From a dataset of NCI-60 drug combinations with 297,098 pairs across 59 cell lines. Regression. Given two drug SMILES strings and cell line genomic features, predict the synergy score measuring deviation from expected non-interaction effect. Drug 1: CCC1=C2CN3C(=CC4=C(C3=O)COC(=O)C4(CC)O)C2=NC5=C1C=C(C=C5)O. Cell line: UACC62. Synergy scores: CSS=60.9, Synergy_ZIP=-1.84, Synergy_Bliss=-0.862, Synergy_Loewe=-43.1, Synergy_HSA=-0.180. Drug 2: CS(=O)(=O)OCCCCOS(=O)(=O)C.